From a dataset of Reaction yield outcomes from USPTO patents with 853,638 reactions. Predict the reaction yield, written as a fraction of the theoretical maximum amount of product (1.0 means a 100% yield; for example, 0.34 means a 34% yield). (1) The reactants are C(OC(=O)[NH:7][C@H:8]([CH2:24][N:25]([C:27](=[O:29])[CH3:28])[OH:26])[CH2:9][C:10]1[CH:15]=[CH:14][C:13]([O:16][C:17]2[CH:22]=[CH:21][C:20]([Cl:23])=[CH:19][CH:18]=2)=[CH:12][CH:11]=1)(C)(C)C.Cl. No catalyst specified. The product is [ClH:23].[NH2:7][C@@H:8]([CH2:9][C:10]1[CH:15]=[CH:14][C:13]([O:16][C:17]2[CH:18]=[CH:19][C:20]([Cl:23])=[CH:21][CH:22]=2)=[CH:12][CH:11]=1)[CH2:24][N:25]([OH:26])[C:27](=[O:29])[CH3:28]. The yield is 1.00. (2) The reactants are COC1C=C(OC)C=CC=1C[N:6]([C:28]1[CH:33]=[CH:32][CH:31]=[CH:30][CH:29]=1)[C:7]([C:9]1[C:10](=[O:27])[N:11]([CH3:26])[C:12]2[C:17]([C:18]=1[O:19][P:20]([CH2:24][CH3:25])([CH2:22][CH3:23])=[O:21])=[CH:16][CH:15]=[CH:14][CH:13]=2)=[O:8].[N+]([O-])([O-])=O.[NH4+].[Ce].CC#N. No catalyst specified. The product is [C:28]1([NH:6][C:7]([C:9]2[C:10](=[O:27])[N:11]([CH3:26])[C:12]3[C:17]([C:18]=2[O:19][P:20]([CH2:24][CH3:25])([CH2:22][CH3:23])=[O:21])=[CH:16][CH:15]=[CH:14][CH:13]=3)=[O:8])[CH:29]=[CH:30][CH:31]=[CH:32][CH:33]=1. The yield is 0.490. (3) The catalyst is CS(C)=O.O. The product is [Cl:16][C:5]1[C:6]([C:8]2[C:13]([CH3:14])=[CH:12][C:11]([CH3:15])=[CH:10][N:9]=2)=[CH:7][C:2]([N:31]2[CH2:30][CH2:29][C:27]3[N:28]=[C:23]([NH:22][CH:19]4[CH2:20][CH2:21]4)[N:24]=[CH:25][C:26]=3[CH2:32]2)=[N:3][CH:4]=1. The reactants are Cl[C:2]1[CH:7]=[C:6]([C:8]2[C:13]([CH3:14])=[CH:12][C:11]([CH3:15])=[CH:10][N:9]=2)[C:5]([Cl:16])=[CH:4][N:3]=1.[F-].[Cs+].[CH:19]1([NH:22][C:23]2[N:24]=[CH:25][C:26]3[CH2:32][NH:31][CH2:30][CH2:29][C:27]=3[N:28]=2)[CH2:21][CH2:20]1.C(OCC)(=O)C. The yield is 0.400. (4) The reactants are CC([N:5]([CH2:9][CH2:10][CH2:11][O:12][C:13]1[CH:18]=[CH:17][CH:16]=[C:15]([C:19]2[N:24]=[C:23]([C:25]#[C:26][C:27]([OH:30])([CH3:29])[CH3:28])[C:22]3[N:31]=[C:32]([C:36]4[C:40]([NH2:41])=[N:39][O:38][N:37]=4)[N:33]([CH2:34][CH3:35])[C:21]=3[CH:20]=2)[CH:14]=1)C(=O)[O-])(C)C. The catalyst is C(Cl)Cl.C(O)(C(F)(F)F)=O. The product is [NH2:41][C:40]1[C:36]([C:32]2[N:33]([CH2:34][CH3:35])[C:21]3[CH:20]=[C:19]([C:15]4[CH:16]=[CH:17][CH:18]=[C:13]([O:12][CH2:11][CH2:10][CH2:9][NH2:5])[CH:14]=4)[N:24]=[C:23]([C:25]#[C:26][C:27]([CH3:28])([OH:30])[CH3:29])[C:22]=3[N:31]=2)=[N:37][O:38][N:39]=1. The yield is 0.810. (5) The reactants are C([O:3][C:4](=[O:36])[CH:5]([C:29]1[CH:30]=[C:31]([CH3:35])[CH:32]=[CH:33][CH:34]=1)[CH2:6][C:7]1[CH:11]=[C:10]([C:12]2[CH:17]=[CH:16][C:15]([NH:18][CH2:19][CH:20]=[CH2:21])=[CH:14][CH:13]=2)[N:9]([C:22]2[CH:27]=[CH:26][C:25]([CH3:28])=[CH:24][CH:23]=2)[N:8]=1)C.CS(O)(=O)=O. The catalyst is C(O)C.[Pd]. The product is [N:18]1[C:15]2[C:16](=[CH:17][C:12]([C:10]3[N:9]([C:22]4[CH:27]=[CH:26][C:25]([CH3:28])=[CH:24][CH:23]=4)[N:8]=[C:7]([CH2:6][CH:5]([C:29]4[CH:30]=[C:31]([CH3:35])[CH:32]=[CH:33][CH:34]=4)[C:4]([OH:3])=[O:36])[CH:11]=3)=[CH:13][CH:14]=2)[CH:21]=[CH:20][CH:19]=1.[NH2:18][C:15]1[CH:16]=[CH:17][C:12]([C:10]2[N:9]([C:22]3[CH:23]=[CH:24][C:25]([CH3:28])=[CH:26][CH:27]=3)[N:8]=[C:7]([CH2:6][CH:5]([C:29]3[CH:30]=[C:31]([CH3:35])[CH:32]=[CH:33][CH:34]=3)[C:4]([OH:36])=[O:3])[CH:11]=2)=[CH:13][CH:14]=1. The yield is 0.350. (6) The reactants are C[Si](C)(C)Cl.Br[CH2:7][C:8]([O:10][CH2:11][CH3:12])=[O:9].[C:13]1(=[O:18])[CH2:17][CH2:16][CH2:15]C1.N. The catalyst is CCOCC.[Zn]. The product is [OH:18][C:13]1([CH2:7][C:8]([O:10][CH2:11][CH3:12])=[O:9])[CH2:15][CH2:16][CH2:17]1. The yield is 0.540. (7) The reactants are [F:1][C:2]1[CH:3]=[C:4]([C:12]2[C:13]([CH:18]3[CH2:23][CH2:22][N:21](C(OC(C)(C)C)=O)[CH2:20][CH2:19]3)=[N:14][CH:15]=[CH:16][N:17]=2)[CH:5]=[CH:6][C:7]=1[C:8](=[O:11])[NH:9][CH3:10].[ClH:31].O1CCOCC1. The catalyst is CO. The product is [ClH:31].[ClH:31].[ClH:31].[F:1][C:2]1[CH:3]=[C:4]([C:12]2[C:13]([CH:18]3[CH2:23][CH2:22][NH:21][CH2:20][CH2:19]3)=[N:14][CH:15]=[CH:16][N:17]=2)[CH:5]=[CH:6][C:7]=1[C:8]([NH:9][CH3:10])=[O:11]. The yield is 1.00. (8) The reactants are [S:1]1[CH:5]=[CH:4][CH:3]=[C:2]1[S:6]([NH2:9])(=[O:8])=[O:7].[P:10]([O-:17])([O:14][CH2:15][CH3:16])[O:11][CH2:12][CH3:13].[C:18]1([CH2:24][CH:25]=O)[CH:23]=[CH:22][CH:21]=[CH:20][CH:19]=1. The catalyst is C(Cl)(=O)C. The product is [CH2:12]([O:11][P:10]([CH:25]([NH:9][S:6]([C:2]1[S:1][CH:5]=[CH:4][CH:3]=1)(=[O:8])=[O:7])[CH2:24][C:18]1[CH:23]=[CH:22][CH:21]=[CH:20][CH:19]=1)(=[O:17])[O:14][CH2:15][CH3:16])[CH3:13]. The yield is 0.350. (9) The reactants are [NH2:1][C:2]1[C:3]([NH:18][CH2:19][C:20]2[CH:25]=[CH:24][C:23]([O:26][CH3:27])=[CH:22][CH:21]=2)=[N:4][C:5]([C:8]2[CH:17]=[CH:16][CH:15]=[C:14]3[C:9]=2[CH:10]=[CH:11][CH:12]=[N:13]3)=[CH:6][N:7]=1.BrC1N=C(NCC2C=C[C:40]([O:43]C)=CC=2)C(N)=NC=1.N1C2C=CC=C(B(O)O)C=2C=CC=1.C(=O)([O-])[O-].[K+].[K+]. The catalyst is C1C=CC([P]([Pd]([P](C2C=CC=CC=2)(C2C=CC=CC=2)C2C=CC=CC=2)([P](C2C=CC=CC=2)(C2C=CC=CC=2)C2C=CC=CC=2)[P](C2C=CC=CC=2)(C2C=CC=CC=2)C2C=CC=CC=2)(C2C=CC=CC=2)C2C=CC=CC=2)=CC=1.CN(C)C=O.O. The product is [CH3:27][O:26][C:23]1[CH:24]=[CH:25][C:20]([CH2:19][N:18]2[C:3]3=[N:4][C:5]([C:8]4[CH:17]=[CH:16][CH:15]=[C:14]5[C:9]=4[CH:10]=[CH:11][CH:12]=[N:13]5)=[CH:6][N:7]=[C:2]3[NH:1][C:40]2=[O:43])=[CH:21][CH:22]=1. The yield is 0.150.